From a dataset of Reaction yield outcomes from USPTO patents with 853,638 reactions. Predict the reaction yield, written as a fraction of the theoretical maximum amount of product (1.0 means a 100% yield; for example, 0.34 means a 34% yield). (1) The reactants are [Cl:1][C:2]1[C:3]([CH2:18][CH3:19])=[C:4]([NH:10][C@H:11]([C@@H:15]([OH:17])[CH3:16])[C:12]([OH:14])=O)[CH:5]=[CH:6][C:7]=1[C:8]#[N:9].[C:20]([C:22]1[CH:31]=[CH:30][C:25]([C:26]([NH:28][NH2:29])=[O:27])=[CH:24][CH:23]=1)#[N:21].O.ON1C2C=CC=CC=2N=N1.Cl.CN(C)CCCN=C=NCC.C(N(CC)CC)C. The catalyst is C1COCC1. The product is [Cl:1][C:2]1[C:3]([CH2:18][CH3:19])=[C:4]([NH:10][C@H:11]([C@@H:15]([OH:17])[CH3:16])[C:12]([NH:29][NH:28][C:26](=[O:27])[C:25]2[CH:24]=[CH:23][C:22]([C:20]#[N:21])=[CH:31][CH:30]=2)=[O:14])[CH:5]=[CH:6][C:7]=1[C:8]#[N:9]. The yield is 0.870. (2) The reactants are [CH:1]1([C:4]([C:6]2[CH:11]=[CH:10][C:9]([C:12]([CH3:20])(C)[C:13](N(C)OC)=O)=[CH:8][CH:7]=2)=[O:5])[CH2:3][CH2:2]1.[BrH:21].[C:22](=[O:25])([O-])[OH:23].[Na+]. The catalyst is O. The product is [Br:21][CH2:3][CH2:2][CH2:1][C:4]([C:6]1[CH:11]=[CH:10][C:9]([C:12]([CH3:20])([CH3:13])[C:22]([OH:23])=[O:25])=[CH:8][CH:7]=1)=[O:5]. The yield is 0.950. (3) The reactants are [O-]P([O-])([O-])=O.[K+].[K+].[K+].[C:9]([O:13][C:14]([N:16]1[CH2:20][CH2:19][C@H:18]([O:21][C:22]2[CH:23]=[CH:24][C:25]3[O:30][CH2:29][CH2:28][NH:27][C:26]=3[CH:31]=2)[CH2:17]1)=[O:15])([CH3:12])([CH3:11])[CH3:10].[CH3:32][O:33][C:34](=[O:44])[C:35]1[CH:40]=[C:39](Br)[CH:38]=[N:37][C:36]=1[O:42][CH3:43]. The catalyst is C1(C)C=CC=CC=1. The product is [CH3:32][O:33][C:34](=[O:44])[C:35]1[CH:40]=[C:39]([N:27]2[C:26]3[CH:31]=[C:22]([O:21][C@H:18]4[CH2:19][CH2:20][N:16]([C:14]([O:13][C:9]([CH3:12])([CH3:10])[CH3:11])=[O:15])[CH2:17]4)[CH:23]=[CH:24][C:25]=3[O:30][CH2:29][CH2:28]2)[CH:38]=[N:37][C:36]=1[O:42][CH3:43]. The yield is 0.510. (4) The reactants are [F:1][C:2]1[CH:10]=[C:9]2[C:5]([CH:6]=[N:7][N:8]2[CH3:11])=[CH:4][C:3]=1[CH:12]([C:14]1[N:18]2[N:19]=[C:20]([C:23](=O)[CH3:24])[CH:21]=[CH:22][C:17]2=[N:16][CH:15]=1)[CH3:13].Cl.[NH2:27][O:28][CH2:29][CH2:30][OH:31].C(N(CC)CC)C. The catalyst is CO. The product is [OH:31][CH2:30][CH2:29][O:28]/[N:27]=[C:23](/[C:20]1[CH:21]=[CH:22][C:17]2[N:18]([C:14]([CH:12]([C:3]3[CH:4]=[C:5]4[C:9](=[CH:10][C:2]=3[F:1])[N:8]([CH3:11])[N:7]=[CH:6]4)[CH3:13])=[CH:15][N:16]=2)[N:19]=1)\[CH3:24]. The yield is 0.170.